This data is from Full USPTO retrosynthesis dataset with 1.9M reactions from patents (1976-2016). The task is: Predict the reactants needed to synthesize the given product. (1) Given the product [CH3:16][O:14][C:13]([C:5]1[C:4]2[C:8](=[C:9]([CH3:12])[CH:10]=[CH:11][C:3]=2[F:2])[NH:7][CH:6]=1)=[O:15], predict the reactants needed to synthesize it. The reactants are: Cl.[F:2][C:3]1[CH:11]=[CH:10][C:9]([CH3:12])=[C:8]2[C:4]=1[C:5]([C:13]([OH:15])=[O:14])=[CH:6][NH:7]2.[CH3:16]O. (2) Given the product [CH3:27][CH:28]1[CH2:32][CH2:31][CH2:30][N:29]1[CH2:2][CH2:3][CH2:4][O:5][C:6]1[CH:11]=[CH:10][C:9]([C:12]2[O:13][CH:14]=[C:15]([CH2:17][C:18](=[O:24])[N:19]3[CH2:23][CH2:22][CH2:21][CH2:20]3)[N:16]=2)=[CH:8][CH:7]=1, predict the reactants needed to synthesize it. The reactants are: Cl[CH2:2][CH2:3][CH2:4][O:5][C:6]1[CH:11]=[CH:10][C:9]([C:12]2[O:13][CH:14]=[C:15]([CH2:17][C:18](=[O:24])[N:19]3[CH2:23][CH2:22][CH2:21][CH2:20]3)[N:16]=2)=[CH:8][CH:7]=1.[I-].[Na+].[CH3:27][CH:28]1[CH2:32][CH2:31][CH2:30][NH:29]1.ClCCl. (3) Given the product [Cl:35][C:33]1[CH:32]=[C:31]([S:36]([N:3]2[CH:4]([C:12]([O:14][CH3:15])=[O:13])[CH2:5][C:6]3[C:11](=[CH:10][CH:9]=[CH:8][CH:7]=3)[CH2:2]2)(=[O:37])=[O:38])[CH:30]=[C:29]([Cl:28])[CH:34]=1, predict the reactants needed to synthesize it. The reactants are: Cl.[CH2:2]1[C:11]2[C:6](=[CH:7][CH:8]=[CH:9][CH:10]=2)[CH2:5][CH:4]([C:12]([O:14][CH3:15])=[O:13])[NH:3]1.C(Cl)Cl.CCN(C(C)C)C(C)C.[Cl:28][C:29]1[CH:30]=[C:31]([S:36](Cl)(=[O:38])=[O:37])[CH:32]=[C:33]([Cl:35])[CH:34]=1. (4) Given the product [CH2:21]([C:20]([C:17]1[CH:18]=[CH:19][C:14]([C:12]2[C:11]([CH3:25])=[CH:10][CH:9]=[C:8]([NH:7][CH2:6][C:5]3[CH:26]=[CH:27][C:28]([CH2:29][OH:30])=[C:3]([CH2:2][OH:1])[CH:4]=3)[CH:13]=2)=[C:15]([CH3:24])[CH:16]=1)([OH:23])[CH2:31][CH3:32])[CH3:22], predict the reactants needed to synthesize it. The reactants are: [OH:1][CH2:2][C:3]1[CH:4]=[C:5]([CH:26]=[CH:27][C:28]=1[CH2:29][OH:30])[CH2:6][NH:7][C:8]1[CH:9]=[CH:10][C:11]([CH3:25])=[C:12]([C:14]2[CH:19]=[CH:18][C:17]([C:20](=[O:23])[CH2:21][CH3:22])=[CH:16][C:15]=2[CH3:24])[CH:13]=1.[CH2:31]([Mg]Br)[CH3:32]. (5) The reactants are: C(Cl)(=O)[C:2](Cl)=[O:3].CN(C)C=O.[Cl:12][C:13]1[CH:14]=[C:15]([C:23]2[O:27][N:26]=[C:25]([C:28]3[CH:29]=[CH:30][CH:31]=[C:32]4[C:36]=3[NH:35][CH:34]=[CH:33]4)[N:24]=2)[CH:16]=[CH:17][C:18]=1[O:19][CH:20]([CH3:22])[CH3:21]. Given the product [Cl:12][C:13]1[CH:14]=[C:15]([C:23]2[O:27][N:26]=[C:25]([C:28]3[CH:29]=[CH:30][CH:31]=[C:32]4[C:36]=3[NH:35][CH:34]=[C:33]4[CH:2]=[O:3])[N:24]=2)[CH:16]=[CH:17][C:18]=1[O:19][CH:20]([CH3:21])[CH3:22], predict the reactants needed to synthesize it. (6) Given the product [CH2:20]([N:3]1[CH2:8][CH2:7][CH:6](/[CH:9]=[C:10]2/[C:11]([NH:16][CH2:17][C:18]#[CH:19])=[N:12][C:13](=[O:15])[S:14]/2)[CH2:5][CH2:4]1)[C:21]1[CH:26]=[CH:25][CH:24]=[CH:23][CH:22]=1, predict the reactants needed to synthesize it. The reactants are: Cl.Cl.[NH:3]1[CH2:8][CH2:7][CH:6](/[CH:9]=[C:10]2/[C:11]([NH:16][CH2:17][C:18]#[CH:19])=[N:12][C:13](=[O:15])[S:14]/2)[CH2:5][CH2:4]1.[CH:20](=O)[C:21]1[CH:26]=[CH:25][CH:24]=[CH:23][CH:22]=1.C(O[BH-](OC(=O)C)OC(=O)C)(=O)C.[Na+].C(=O)([O-])O.[Na+]. (7) The reactants are: [Br:1][C:2]1[CH:3]=[C:4]([CH:7]=[CH:8][C:9]=1[OH:10])[CH:5]=[O:6].[CH2:11](Br)[CH:12]([CH3:14])[CH3:13]. Given the product [Br:1][C:2]1[CH:3]=[C:4]([CH:7]=[CH:8][C:9]=1[O:10][CH2:11][CH:12]([CH3:14])[CH3:13])[CH:5]=[O:6], predict the reactants needed to synthesize it. (8) Given the product [C:10]([CH2:9][CH:8]([C:3]1([CH2:2][NH:1][C:26](=[O:33])[C:27]2[CH:32]=[CH:31][CH:30]=[CH:29][CH:28]=2)[CH2:7][CH2:6][CH2:5][CH2:4]1)[N:12]1[CH:16]=[C:15]([C:17]2[C:18]3[CH:25]=[CH:24][NH:23][C:19]=3[N:20]=[CH:21][N:22]=2)[CH:14]=[N:13]1)#[N:11], predict the reactants needed to synthesize it. The reactants are: [NH2:1][CH2:2][C:3]1([CH:8]([N:12]2[CH:16]=[C:15]([C:17]3[C:18]4[CH:25]=[CH:24][NH:23][C:19]=4[N:20]=[CH:21][N:22]=3)[CH:14]=[N:13]2)[CH2:9][C:10]#[N:11])[CH2:7][CH2:6][CH2:5][CH2:4]1.[C:26](Cl)(=[O:33])[C:27]1[CH:32]=[CH:31][CH:30]=[CH:29][CH:28]=1. (9) Given the product [F:37][CH:35]([F:36])[C:32]1[S:31][C:30]([C:28]([NH:27][C:15]2[N:14]([CH2:13][C@H:9]3[CH2:10][CH2:11][CH2:12][N:8]3[C:6]([O:5][C:1]([CH3:3])([CH3:4])[CH3:2])=[O:7])[C:18]3[CH:19]=[CH:20][C:21]([CH2:23][OH:24])=[CH:22][C:17]=3[N:16]=2)=[O:29])=[CH:34][CH:33]=1, predict the reactants needed to synthesize it. The reactants are: [C:1]([O:5][C:6]([N:8]1[CH2:12][CH2:11][CH2:10][C@@H:9]1[CH2:13][N:14]1[C:18]2[CH:19]=[CH:20][C:21]([C:23](OC)=[O:24])=[CH:22][C:17]=2[N:16]=[C:15]1[NH:27][C:28]([C:30]1[S:31][C:32]([CH:35]([F:37])[F:36])=[CH:33][CH:34]=1)=[O:29])=[O:7])([CH3:4])([CH3:3])[CH3:2].[H-].[H-].[H-].[H-].[Li+].[Al+3].